Dataset: Forward reaction prediction with 1.9M reactions from USPTO patents (1976-2016). Task: Predict the product of the given reaction. (1) Given the reactants [CH2:1]([O:3][C:4](=[O:12])[C:5]1[CH:10]=[CH:9][C:8]([NH2:11])=[CH:7][CH:6]=1)[CH3:2].[N:13]1[CH:18]=[CH:17][CH:16]=[C:15]([CH:19]=O)[CH:14]=1, predict the reaction product. The product is: [CH2:1]([O:3][C:4](=[O:12])[C:5]1[CH:10]=[CH:9][C:8]([N:11]=[CH:19][C:15]2[CH:14]=[N:13][CH:18]=[CH:17][CH:16]=2)=[CH:7][CH:6]=1)[CH3:2]. (2) Given the reactants [Cl:1][C:2]1[CH:3]=[C:4]([CH:9]=[CH:10][C:11]=1[NH:12][CH2:13][CH2:14][O:15][Si:16]([C:19]([CH3:22])([CH3:21])[CH3:20])([CH3:18])[CH3:17])[C:5]([O:7][CH3:8])=[O:6].CC1(C)[SiH2][SiH]=NC(C)(C)C1(C)C.[Na].[S:36]1[C:40]2[C:41]3[CH:49]=[CH:48][CH:47]=[CH:46][C:42]=3[O:43][CH2:44][CH2:45][C:39]=2[CH:38]=[C:37]1[C:50](Cl)=[O:51], predict the reaction product. The product is: [Si:16]([O:15][CH2:14][CH2:13][N:12]([C:11]1[CH:10]=[CH:9][C:4]([C:5]([O:7][CH3:8])=[O:6])=[CH:3][C:2]=1[Cl:1])[C:50]([C:37]1[S:36][C:40]2[C:41]3[CH:49]=[CH:48][CH:47]=[CH:46][C:42]=3[O:43][CH2:44][CH2:45][C:39]=2[CH:38]=1)=[O:51])([C:19]([CH3:22])([CH3:21])[CH3:20])([CH3:18])[CH3:17]. (3) Given the reactants [CH2:1]([N:3]1[CH:7]=[C:6]([C:8]2[N:9]=[C:10]3[C:15]([NH:16][C@H:17]4[C@@H:21]([CH2:22][CH3:23])[CH2:20][NH:19][CH2:18]4)=[C:14]([C:24]([NH2:26])=[O:25])[CH:13]=[N:12][N:11]3[CH:27]=2)[CH:5]=[N:4]1)[CH3:2].C(O)(C(F)(F)F)=O.[C:35](C1(C(O)=O)CC1)#[N:36].CN(C(ON1N=N[C:53]2[CH:54]=[CH:55][CH:56]=[N:57][C:52]1=2)=[N+](C)C)C.F[P-](F)(F)(F)(F)F.CCN(C(C)C)C(C)C, predict the reaction product. The product is: [C:35]([C:53]1[CH:54]=[CH:55][C:56]([N:19]2[CH2:20][C@H:21]([CH2:22][CH3:23])[C@H:17]([NH:16][C:15]3[C:10]4[N:11]([CH:27]=[C:8]([C:6]5[CH:5]=[N:4][N:3]([CH2:1][CH3:2])[CH:7]=5)[N:9]=4)[N:12]=[CH:13][C:14]=3[C:24]([NH2:26])=[O:25])[CH2:18]2)=[N:57][CH:52]=1)#[N:36]. (4) Given the reactants [CH2:1]([N:8]1[CH2:13][CH2:12][N:11]([C:14]2[CH:19]=[CH:18][C:17]([N+:20]([O-])=O)=[CH:16][CH:15]=2)[CH2:10][CH2:9]1)[C:2]1[CH:7]=[CH:6][CH:5]=[CH:4][CH:3]=1.CCO.O, predict the reaction product. The product is: [CH2:1]([N:8]1[CH2:9][CH2:10][N:11]([C:14]2[CH:15]=[CH:16][C:17]([NH2:20])=[CH:18][CH:19]=2)[CH2:12][CH2:13]1)[C:2]1[CH:3]=[CH:4][CH:5]=[CH:6][CH:7]=1. (5) The product is: [NH:1]1[C:2]2[C:7](=[C:6]([CH:10]([C:14]3[CH:15]=[CH:16][CH:17]=[CH:18][CH:19]=3)[CH2:11][C:12]#[N:13])[CH:5]=[CH:4][CH:3]=2)[CH:8]=[CH:9]1. Given the reactants [NH:1]1[C:9]2[C:4](=[CH:5][C:6]([C:10]([C:14]3[CH:19]=[CH:18][CH:17]=[CH:16][CH:15]=3)=[CH:11][C:12]#[N:13])=[CH:7][CH:8]=2)[CH:3]=[CH:2]1.[BH4-].[Na+], predict the reaction product.